From a dataset of Reaction yield outcomes from USPTO patents with 853,638 reactions. Predict the reaction yield, written as a fraction of the theoretical maximum amount of product (1.0 means a 100% yield; for example, 0.34 means a 34% yield). (1) The product is [C:10]([O:9][C:7]([N:5]1[CH2:6][C@@H:2]([F:44])[CH2:3][C@H:4]1[C:14]1[NH:15][C:16]([C:19]2[CH:24]=[CH:23][C:22]([B:25]([OH:29])[OH:26])=[CH:21][CH:20]=2)=[CH:17][N:18]=1)=[O:8])([CH3:13])([CH3:12])[CH3:11]. The catalyst is C(Cl)Cl. The reactants are O[C@H:2]1[CH2:6][N:5]([C:7]([O:9][C:10]([CH3:13])([CH3:12])[CH3:11])=[O:8])[C@H:4]([C:14]2[NH:15][C:16]([C:19]3[CH:24]=[CH:23][C:22]([B:25]4[O:29]C(C)(C)C(C)(C)[O:26]4)=[CH:21][CH:20]=3)=[CH:17][N:18]=2)[CH2:3]1.COCCN(S(F)(F)[F:44])CCOC.C(=O)(O)[O-].[Na+]. The yield is 0.370. (2) The reactants are Cl.[CH3:2][S:3]([CH:6]1[CH2:11][CH2:10][NH:9][CH2:8][CH2:7]1)(=[O:5])=[O:4].Br[CH2:13][CH2:14][OH:15].C(=O)([O-])[O-].[K+].[K+]. The catalyst is C(#N)C. The product is [CH3:2][S:3]([CH:6]1[CH2:11][CH2:10][N:9]([CH2:13][CH2:14][OH:15])[CH2:8][CH2:7]1)(=[O:5])=[O:4]. The yield is 0.660. (3) The reactants are [C:1]([C:4]1[C:9]([C:10]2[CH:15]=[CH:14][CH:13]=[CH:12][CH:11]=2)=[N:8][N:7]([CH2:16][CH3:17])[C:6](=[O:18])[C:5]=1[N+:19]([O-])=O)(=[O:3])[CH3:2].N[C:23]1[CH:24]=[N:25][CH:26]=[CH:27][CH:28]=1. The catalyst is C(O)C. The product is [C:1]([C:4]1[C:9]([C:10]2[CH:15]=[CH:14][CH:13]=[CH:12][CH:11]=2)=[N:8][N:7]([CH2:16][CH3:17])[C:6](=[O:18])[C:5]=1[NH:19][C:23]1[CH:24]=[N:25][CH:26]=[CH:27][CH:28]=1)(=[O:3])[CH3:2]. The yield is 0.260. (4) The reactants are [CH3:1][C:2]1[CH:7]=[CH:6][C:5]([NH:8]C(=O)OC(C)(C)C)=[CH:4][C:3]=1[C:16]([NH:18][C:19]1[S:23][C:22]([CH3:24])=[N:21][CH:20]=1)=[O:17].Cl. The catalyst is CO. The product is [NH2:8][C:5]1[CH:6]=[CH:7][C:2]([CH3:1])=[C:3]([CH:4]=1)[C:16]([NH:18][C:19]1[S:23][C:22]([CH3:24])=[N:21][CH:20]=1)=[O:17]. The yield is 0.740. (5) The yield is 0.310. The catalyst is O1CCOCC1.CC([O-])=O.CC([O-])=O.[Pd+2]. The reactants are Cl[C:2]1[CH:3]=[CH:4][C:5]2[O:14][CH2:13][CH2:12][C:11]3[CH:10]=[C:9]([C:15]4[N:16]([C:20]5[CH:25]=[CH:24][C:23]([F:26])=[CH:22][C:21]=5[F:27])[N:17]=[CH:18][N:19]=4)[S:8][C:7]=3[C:6]=2[N:28]=1.N1CCOCC1.C(N1C[CH2:45][N:44]2[CH2:47][CH2:48][N:49]([CH2:50][CH2:51]CC)P1N(CCCC)CC2)CCC.CC(C)([O-])C. The product is [F:27][C:21]1[CH:22]=[C:23]([F:26])[CH:24]=[CH:25][C:20]=1[N:16]1[C:15]([C:9]2[S:8][C:7]3[C:6]4[N:28]=[C:2]([N:49]5[CH2:48][CH2:47][N:44]([CH3:45])[CH2:51][CH2:50]5)[CH:3]=[CH:4][C:5]=4[O:14][CH2:13][CH2:12][C:11]=3[CH:10]=2)=[N:19][CH:18]=[N:17]1. (6) The reactants are [C:1]([O:5][C:6](=[O:20])[NH:7][C:8]1[CH:13]=[CH:12][C:11]([CH2:14][CH2:15][CH3:16])=[C:10]([N+:17]([O-:19])=[O:18])[CH:9]=1)([CH3:4])([CH3:3])[CH3:2].[CH3:21]I. The catalyst is CN(C=O)C. The product is [C:1]([O:5][C:6](=[O:20])[N:7]([CH3:21])[C:8]1[CH:13]=[CH:12][C:11]([CH2:14][CH2:15][CH3:16])=[C:10]([N+:17]([O-:19])=[O:18])[CH:9]=1)([CH3:2])([CH3:3])[CH3:4]. The yield is 0.520. (7) The reactants are [CH3:1][N:2]1[C:10]2[C:5](=[CH:6][CH:7]=[CH:8][CH:9]=2)[C:4]([C:11]([OH:13])=O)=[CH:3]1.C(Cl)(=O)C(Cl)=O.C(N(CC)CC)C.[NH2:27][C:28]1[C:33]([O:34][CH3:35])=[CH:32][C:31]([CH2:36][C:37]([O:39]CC)=[O:38])=[C:30]([F:42])[CH:29]=1.[OH-].[Na+].Cl. The catalyst is C(Cl)Cl.O.C1COCC1. The product is [F:42][C:30]1[CH:29]=[C:28]([NH:27][C:11]([C:4]2[C:5]3[C:10](=[CH:9][CH:8]=[CH:7][CH:6]=3)[N:2]([CH3:1])[CH:3]=2)=[O:13])[C:33]([O:34][CH3:35])=[CH:32][C:31]=1[CH2:36][C:37]([OH:39])=[O:38]. The yield is 0.710.